This data is from Full USPTO retrosynthesis dataset with 1.9M reactions from patents (1976-2016). The task is: Predict the reactants needed to synthesize the given product. (1) Given the product [NH2:1][C:2]1[S:3][C:4]([C:17]2[CH:22]=[CH:21][CH:20]=[C:19]([F:23])[CH:18]=2)=[C:5]([C:7]([N:9]2[CH2:14][C@H:13]3[C@H:11]([CH2:12]3)[C@H:10]2[CH2:15][NH:16][C:32]([C:29]2[N:26]3[C:25]([S:24][CH:28]=[CH:27]3)=[N:31][CH:30]=2)=[O:33])=[O:8])[N:6]=1, predict the reactants needed to synthesize it. The reactants are: [NH2:1][C:2]1[S:3][C:4]([C:17]2[CH:22]=[CH:21][CH:20]=[C:19]([F:23])[CH:18]=2)=[C:5]([C:7]([N:9]2[CH2:14][C@H:13]3[C@H:11]([CH2:12]3)[C@H:10]2[CH2:15][NH2:16])=[O:8])[N:6]=1.[S:24]1[CH:28]=[CH:27][N:26]2[C:29]([C:32](O)=[O:33])=[CH:30][N:31]=[C:25]12. (2) Given the product [C:1]([O:5][C:6](=[O:20])[NH:7][CH2:8][CH:9]([S:12][CH2:13][C:14]1[CH:19]=[CH:18][CH:17]=[CH:16][CH:15]=1)[CH2:10][N:21]1[CH2:26][CH2:25][S:24][CH2:23][CH2:22]1)([CH3:4])([CH3:3])[CH3:2], predict the reactants needed to synthesize it. The reactants are: [C:1]([O:5][C:6](=[O:20])[NH:7][CH2:8][CH:9]([S:12][CH2:13][C:14]1[CH:19]=[CH:18][CH:17]=[CH:16][CH:15]=1)[CH:10]=O)([CH3:4])([CH3:3])[CH3:2].[NH:21]1[CH2:26][CH2:25][S:24][CH2:23][CH2:22]1.C(O[BH-](OC(=O)C)OC(=O)C)(=O)C.[Na+].C(=O)([O-])O.[Na+]. (3) Given the product [ClH:20].[N:47]12[CH2:52][CH2:51][CH:50]([CH2:49][CH2:48]1)[C@H:45]([NH:44][C:17]([C:13]1[CH:14]=[CH:15][CH:16]=[C:10]3[O:9][C:8]([C:3]4[CH:4]=[CH:5][CH:6]=[CH:7][C:2]=4[OH:1])=[N:12][C:11]=13)=[O:19])[CH2:46]2, predict the reactants needed to synthesize it. The reactants are: [OH:1][C:2]1[CH:7]=[CH:6][CH:5]=[CH:4][C:3]=1[C:8]1[O:9][C:10]2[C:11](=[C:13]([C:17]([OH:19])=O)[CH:14]=[CH:15][CH:16]=2)[N:12]=1.[ClH:20].C(N=C=NCCCN(C)C)C.ON1C2C=CC=CC=2N=N1.Cl.Cl.[NH2:44][C@H:45]1[CH:50]2[CH2:51][CH2:52][N:47]([CH2:48][CH2:49]2)[CH2:46]1.C(N(CC)CC)C.C(=O)(O)[O-].[Na+]. (4) The reactants are: COC[O:4][C:5]1[CH:10]=[CH:9][C:8]([N:11]2[C:14]([CH3:16])([CH3:15])[C:13](=[O:17])[N:12]2[CH:18]2[CH:25]3[CH2:26][CH:21]4[CH2:22][CH:23]([CH2:27][CH:19]2[CH2:20]4)[CH2:24]3)=[CH:7][CH:6]=1.Cl.[Cl-].[NH4+]. Given the product [CH3:15][C:14]1([CH3:16])[N:11]([C:8]2[CH:9]=[CH:10][C:5]([OH:4])=[CH:6][CH:7]=2)[N:12]([CH:18]2[CH:19]3[CH2:27][CH:23]4[CH2:22][CH:21]([CH2:26][CH:25]2[CH2:24]4)[CH2:20]3)[C:13]1=[O:17], predict the reactants needed to synthesize it. (5) Given the product [NH2:9][C:4]1[CH:3]=[C:2]([C:18]2[CH:30]=[CH:29][C:21]3[N:22]=[C:23]([NH:25][C:26](=[O:28])[CH3:27])[S:24][C:20]=3[CH:19]=2)[CH:7]=[N:6][C:5]=1[Cl:8], predict the reactants needed to synthesize it. The reactants are: Br[C:2]1[CH:3]=[C:4]([NH2:9])[C:5]([Cl:8])=[N:6][CH:7]=1.CC1(C)C(C)(C)OB([C:18]2[CH:30]=[CH:29][C:21]3[N:22]=[C:23]([NH:25][C:26](=[O:28])[CH3:27])[S:24][C:20]=3[CH:19]=2)O1.C(=O)([O-])[O-].[K+].[K+].O. (6) Given the product [CH3:1][C:2]1([CH3:18])[O:16][C:15]2[C:14]3[CH:13]=[CH:12][CH:11]=[CH:10][C:9]=3[C:7]([C:6](=[O:17])[C:5]=2[CH2:4][CH2:3]1)=[O:8], predict the reactants needed to synthesize it. The reactants are: [CH3:1][C:2]([CH3:18])=[CH:3][CH2:4][C:5]1[C:15](=[O:16])[C:14]2[CH:13]=[CH:12][CH:11]=[CH:10][C:9]=2[C:7](=[O:8])[C:6]=1[OH:17]. (7) Given the product [CH2:1]([O:8][C:9]([NH:11][C@@H:12]([CH2:18][CH2:19][C:20]1[NH:24][N:23]=[N:22][N:21]=1)[C:13]([O:15][CH2:16][CH3:17])=[O:14])=[O:10])[C:2]1[CH:7]=[CH:6][CH:5]=[CH:4][CH:3]=1, predict the reactants needed to synthesize it. The reactants are: [CH2:1]([O:8][C:9]([NH:11][C@@H:12]([CH2:18][CH2:19][C:20]#[N:21])[C:13]([O:15][CH2:16][CH3:17])=[O:14])=[O:10])[C:2]1[CH:7]=[CH:6][CH:5]=[CH:4][CH:3]=1.[N-:22]=[N+:23]=[N-:24].[Na+].Cl.C(N(CC)CC)C.